From a dataset of Forward reaction prediction with 1.9M reactions from USPTO patents (1976-2016). Predict the product of the given reaction. Given the reactants [Cl:1][C:2]1[C:7]([C:8]2([F:12])[CH2:11][O:10][CH2:9]2)=[CH:6][N:5]=[C:4]([C:13](=[N:15][OH:16])[NH2:14])[CH:3]=1.C([O-])([O-])=O.[K+].[K+].[C:23](Cl)(=O)[C:24]([CH3:27])([CH3:26])[CH3:25], predict the reaction product. The product is: [C:24]([C:27]1[O:16][N:15]=[C:13]([C:4]2[CH:3]=[C:2]([Cl:1])[C:7]([C:8]3([F:12])[CH2:9][O:10][CH2:11]3)=[CH:6][N:5]=2)[N:14]=1)([CH3:26])([CH3:25])[CH3:23].